From a dataset of Reaction yield outcomes from USPTO patents with 853,638 reactions. Predict the reaction yield, written as a fraction of the theoretical maximum amount of product (1.0 means a 100% yield; for example, 0.34 means a 34% yield). (1) The reactants are C([Li])CCC.Br[C:7]1[CH:15]=[CH:14][C:10]([C:11]([OH:13])=[O:12])=[CH:9][C:8]=1[CH3:16].[CH:17]([S:20]SCCC)([CH3:19])[CH3:18].Cl. The catalyst is C1COCC1.[OH-].[Na+]. The product is [CH:17]([S:20][C:7]1[CH:15]=[CH:14][C:10]([C:11]([OH:13])=[O:12])=[CH:9][C:8]=1[CH3:16])([CH3:19])[CH3:18]. The yield is 0.180. (2) The reactants are S(Cl)(Cl)=O.[NH2:5][C:6]1[S:7][CH:8]=[C:9]([C:11]2[CH:12]=[C:13]([CH:17]=[CH:18][CH:19]=2)[C:14]([OH:16])=[O:15])[N:10]=1.[CH3:20]O. No catalyst specified. The product is [NH2:5][C:6]1[S:7][CH:8]=[C:9]([C:11]2[CH:12]=[C:13]([CH:17]=[CH:18][CH:19]=2)[C:14]([O:16][CH3:20])=[O:15])[N:10]=1. The yield is 0.970. (3) The reactants are [Br:1][C:2]1[CH:3]=[C:4]([CH2:9][NH2:10])[CH:5]=[C:6]([F:8])[CH:7]=1.[CH3:11][S:12](Cl)(=[O:14])=[O:13]. The catalyst is C(Cl)Cl. The product is [Br:1][C:2]1[CH:3]=[C:4]([CH:5]=[C:6]([F:8])[CH:7]=1)[CH2:9][NH:10][S:12]([CH3:11])(=[O:14])=[O:13]. The yield is 0.909. (4) The reactants are [CH3:1][S:2]([CH2:5][C:6]1[CH:11]=[CH:10][N:9]=[C:8]([S:12][CH3:13])[N:7]=1)(=[O:4])=[O:3].[H-].[Na+].Br[CH2:17][CH2:18]Br.O. The catalyst is CN(C=O)C. The product is [CH3:1][S:2]([C:5]1([C:6]2[CH:11]=[CH:10][N:9]=[C:8]([S:12][CH3:13])[N:7]=2)[CH2:18][CH2:17]1)(=[O:3])=[O:4]. The yield is 0.673.